This data is from Reaction yield outcomes from USPTO patents with 853,638 reactions. The task is: Predict the reaction yield, written as a fraction of the theoretical maximum amount of product (1.0 means a 100% yield; for example, 0.34 means a 34% yield). (1) The reactants are [N:1]1([C:8]([O:10][C:11]([CH3:14])([CH3:13])[CH3:12])=[O:9])[CH2:7][CH2:6][C@H:2]1[C:3]([OH:5])=O.CN(C(ON1N=NC2C=CC=CC1=2)=[N+](C)C)C.[B-](F)(F)(F)F.[NH2:37][CH2:38][C:39]1[CH:46]=[CH:45][C:42](C#N)=[C:41](F)[CH:40]=1. The catalyst is CN(C=O)C. The product is [N:1]1([C:8]([O:10][C:11]([CH3:14])([CH3:13])[CH3:12])=[O:9])[CH2:7][CH2:6][C@H:2]1[C:3]([NH:37][CH2:38][C:39]1[CH:46]=[CH:45][CH:42]=[CH:41][CH:40]=1)=[O:5]. The yield is 0.740. (2) The reactants are [CH2:1]([C:3]1[C:8](=[O:9])[NH:7][C:6]([CH3:10])=[C:5]([C:11]2[S:15][C:14]([S:16](Cl)(=[O:18])=[O:17])=[CH:13][CH:12]=2)[CH:4]=1)[CH3:2].[NH:20]1[CH2:25][CH2:24][O:23][CH2:22][CH2:21]1. No catalyst specified. The product is [CH2:1]([C:3]1[C:8](=[O:9])[NH:7][C:6]([CH3:10])=[C:5]([C:11]2[S:15][C:14]([S:16]([N:20]3[CH2:25][CH2:24][O:23][CH2:22][CH2:21]3)(=[O:18])=[O:17])=[CH:13][CH:12]=2)[CH:4]=1)[CH3:2]. The yield is 0.574. (3) The reactants are [C:1]1([CH:7]([C:9]2[CH:17]=[CH:16][C:12]([C:13]([OH:15])=O)=[CH:11][CH:10]=2)[CH3:8])[CH:6]=[CH:5][CH:4]=[CH:3][CH:2]=1.F[P-](F)(F)(F)(F)F.N1(OC(N(C)C)=[N+](C)C)C2N=CC=CC=2N=N1.C(N(CC)CC)C.[NH2:49][CH2:50][C:51]1[C:52]([OH:59])=[N:53][C:54]([CH3:58])=[CH:55][C:56]=1[CH3:57]. The catalyst is ClCCl.O. The product is [OH:59][C:52]1[C:51]([CH2:50][NH:49][C:13](=[O:15])[C:12]2[CH:11]=[CH:10][C:9]([CH:7]([C:1]3[CH:2]=[CH:3][CH:4]=[CH:5][CH:6]=3)[CH3:8])=[CH:17][CH:16]=2)=[C:56]([CH3:57])[CH:55]=[C:54]([CH3:58])[N:53]=1. The yield is 0.420. (4) The reactants are C(N(CC)CC)C.Cl.[NH2:9][CH2:10][C:11]1[CH:19]=[CH:18][CH:17]=[C:16]2[C:12]=1[CH2:13][N:14]([CH:21]1[CH2:26][CH2:25][C:24](=[O:27])[NH:23][C:22]1=[O:28])[C:15]2=[O:20].[Cl:29][C:30]1[CH:31]=[C:32]([CH:36]=[CH:37][C:38]=1[Cl:39])[C:33](Cl)=[O:34]. The catalyst is C1COCC1. The product is [Cl:29][C:30]1[CH:31]=[C:32]([CH:36]=[CH:37][C:38]=1[Cl:39])[C:33]([NH:9][CH2:10][C:11]1[CH:19]=[CH:18][CH:17]=[C:16]2[C:12]=1[CH2:13][N:14]([CH:21]1[CH2:26][CH2:25][C:24](=[O:27])[NH:23][C:22]1=[O:28])[C:15]2=[O:20])=[O:34]. The yield is 0.620. (5) The reactants are CS(O[CH2:6][CH2:7][CH:8]([NH:16][C:17]([O:19][C:20]([CH3:23])([CH3:22])[CH3:21])=[O:18])[C:9]1[CH:14]=[CH:13][C:12]([Cl:15])=[CH:11][CH:10]=1)(=O)=O.C1COCC1.[CH3:29][NH:30][CH3:31]. The catalyst is [I-].C([N+](CCCC)(CCCC)CCCC)CCC. The product is [Cl:15][C:12]1[CH:13]=[CH:14][C:9]([CH:8]([NH:16][C:17](=[O:18])[O:19][C:20]([CH3:23])([CH3:22])[CH3:21])[CH2:7][CH2:6][N:30]([CH3:31])[CH3:29])=[CH:10][CH:11]=1. The yield is 0.840.